From a dataset of Forward reaction prediction with 1.9M reactions from USPTO patents (1976-2016). Predict the product of the given reaction. (1) The product is: [OH:9][CH2:8][C@H:4]1[CH2:5][CH2:6][CH2:7][C@H:2]([N:1]2[C:20](=[O:21])[C:19]3[C:18](=[CH:26][CH:25]=[CH:24][CH:23]=3)[C:17]2=[O:22])[CH2:3]1. Given the reactants [NH2:1][C@H:2]1[CH2:7][CH2:6][CH2:5][C@H:4]([CH2:8][OH:9])[CH2:3]1.C(N(CC)CC)C.[C:17]1(=O)[O:22][C:20](=[O:21])[C:19]2=[CH:23][CH:24]=[CH:25][CH:26]=[C:18]12, predict the reaction product. (2) Given the reactants [CH:1]([C:4]1[CH:9]=[CH:8][C:7]([C:10]2[N:14]([CH2:15][CH2:16][O:17][CH3:18])[C:13]3[C:19]([O:29][CH3:30])=[CH:20][C:21]([CH2:27]O)=[C:22]([C:23]([F:26])([F:25])[F:24])[C:12]=3[N:11]=2)=[CH:6][CH:5]=1)([CH3:3])[CH3:2].C1(P(C2C=CC=CC=2)C2C=CC=CC=2)C=CC=CC=1.C(Br)(Br)(Br)[Br:51], predict the reaction product. The product is: [Br:51][CH2:27][C:21]1[CH:20]=[C:19]([O:29][CH3:30])[C:13]2[N:14]([CH2:15][CH2:16][O:17][CH3:18])[C:10]([C:7]3[CH:8]=[CH:9][C:4]([CH:1]([CH3:3])[CH3:2])=[CH:5][CH:6]=3)=[N:11][C:12]=2[C:22]=1[C:23]([F:24])([F:26])[F:25]. (3) Given the reactants Br[C:2]1[C:10]2[O:9][N:8]=[C:7]([NH:11][C:12]3[CH:17]=[CH:16][CH:15]=[C:14]([N+:18]([O-:20])=[O:19])[CH:13]=3)[C:6]=2[CH:5]=[CH:4][CH:3]=1.C(=O)([O-])[O-].[Na+].[Na+].[C:27]1(B(O)O)[CH:32]=[CH:31][CH:30]=[CH:29][CH:28]=1, predict the reaction product. The product is: [N+:18]([C:14]1[CH:13]=[C:12]([NH:11][C:7]2[C:6]3[CH:5]=[CH:4][CH:3]=[C:2]([C:27]4[CH:32]=[CH:31][CH:30]=[CH:29][CH:28]=4)[C:10]=3[O:9][N:8]=2)[CH:17]=[CH:16][CH:15]=1)([O-:20])=[O:19]. (4) The product is: [NH2:1][C:2]1[N:7]=[C:6]([N:8]2[CH2:32][CH2:31][C:11]3([CH2:15][NH:14][C@H:13]([C:26]([OH:28])=[O:27])[CH2:12]3)[CH2:10][CH2:9]2)[CH:5]=[C:4]([O:33][C@H:34]([C:39]2[CH:44]=[CH:43][C:42]([C:69]3[CH:70]=[CH:71][C:66]([O:65][CH:62]([CH3:64])[CH3:63])=[CH:67][CH:68]=3)=[CH:41][C:40]=2[N:46]2[CH2:51][CH2:50][NH:49][CH2:48][CH2:47]2)[C:35]([F:38])([F:36])[F:37])[N:3]=1. Given the reactants [NH2:1][C:2]1[N:7]=[C:6]([N:8]2[CH2:32][CH2:31][C:11]3([CH2:15][N:14](C(OCC4C=CC=CC=4)=O)[C@H:13]([C:26]([O:28]CC)=[O:27])[CH2:12]3)[CH2:10][CH2:9]2)[CH:5]=[C:4]([O:33][C@H:34]([C:39]2[CH:44]=[CH:43][C:42](Br)=[CH:41][C:40]=2[N:46]2[CH2:51][CH2:50][N:49](C(OCC3C=CC=CC=3)=O)[CH2:48][CH2:47]2)[C:35]([F:38])([F:37])[F:36])[N:3]=1.[CH:62]([O:65][C:66]1[CH:71]=[CH:70][C:69](B(O)O)=[CH:68][CH:67]=1)([CH3:64])[CH3:63], predict the reaction product. (5) Given the reactants [F:1][C:2]1[CH:3]=[C:4]([CH:7]=[CH:8][CH:9]=1)[CH2:5][OH:6].[OH-].[K+].O.Cl[C:14]1[CH:19]=[CH:18][C:17]([N+:20]([O-:22])=[O:21])=[CH:16][C:15]=1[Cl:23], predict the reaction product. The product is: [Cl:23][C:15]1[CH:16]=[C:17]([N+:20]([O-:22])=[O:21])[CH:18]=[CH:19][C:14]=1[O:6][CH2:5][C:4]1[CH:7]=[CH:8][CH:9]=[C:2]([F:1])[CH:3]=1. (6) Given the reactants [CH2:1]([O:3][C:4](=[O:20])[CH2:5][S:6]([C:9]1[CH:14]=[CH:13][C:12]([O:15][CH2:16][C:17]#[C:18][CH3:19])=[CH:11][CH:10]=1)(=[O:8])=[O:7])[CH3:2].[Cl:21][C:22]1[CH:35]=[CH:34][C:25]([CH2:26][N:27]([CH2:31][CH2:32]Cl)[CH2:28][CH2:29]Cl)=[CH:24][CH:23]=1, predict the reaction product. The product is: [CH2:1]([O:3][C:4]([C:5]1([S:6]([C:9]2[CH:10]=[CH:11][C:12]([O:15][CH2:16][C:17]#[C:18][CH3:19])=[CH:13][CH:14]=2)(=[O:7])=[O:8])[CH2:29][CH2:28][N:27]([CH2:26][C:25]2[CH:34]=[CH:35][C:22]([Cl:21])=[CH:23][CH:24]=2)[CH2:31][CH2:32]1)=[O:20])[CH3:2]. (7) Given the reactants [OH-].[Na+].[C:3]([O:7][C@@H:8]([C:15]1[C:16]([CH3:46])=[N:17][C:18]([CH3:45])=[C:19]([C:29]2[CH:34]=[CH:33][C:32]([O:35][CH2:36][CH2:37][C:38]3[CH:43]=[CH:42][C:41]([F:44])=[CH:40][CH:39]=3)=[CH:31][CH:30]=2)[C:20]=1[N:21]1[CH2:25][CH2:24][CH:23]([CH:26]2[CH2:28][CH2:27]2)[CH2:22]1)[C:9]([O:11]C(C)C)=[O:10])([CH3:6])([CH3:5])[CH3:4].Cl, predict the reaction product. The product is: [C:3]([O:7][C@@H:8]([C:15]1[C:16]([CH3:46])=[N:17][C:18]([CH3:45])=[C:19]([C:29]2[CH:30]=[CH:31][C:32]([O:35][CH2:36][CH2:37][C:38]3[CH:43]=[CH:42][C:41]([F:44])=[CH:40][CH:39]=3)=[CH:33][CH:34]=2)[C:20]=1[N:21]1[CH2:25][CH2:24][CH:23]([CH:26]2[CH2:28][CH2:27]2)[CH2:22]1)[C:9]([OH:11])=[O:10])([CH3:6])([CH3:5])[CH3:4]. (8) Given the reactants Cl.C[C@@H](O)[C@H](NC(CNC([C@@H](NC([C@@H](NC([C@@H](N)CC1N=CNC=1)=O)CO)=O)CCC(N)=O)=O)=O)C(N[C@H](C(N[C@H](C(N[C@H](C(N[C@H](C(N[C@H](C(N[C@H](C(N[C@H](C(N[C@H](C(N[C@H](C(N[C@H](C(N[C@H](C(N[C@H](C(N[C@H](C(N[C@H](C(N[C@H](C(N[C@H](C(N[C@H](C(N[C@H](C(N[C@H](C(N[C@H](C(N[C@H](C(N[C@H](C(N[C@H](C(N[C@H:210]([C:214]([OH:216])=[O:215])[C@H:211]([OH:213])[CH3:212])=O)CC(N)=O)=O)CCSC)=O)CC(C)C)=O)CC1C2C=CC=CC=2NC=1)=O)CCC(N)=O)=O)C(C)C)=O)CC1C=CC=CC=1)=O)CC(O)=O)=O)CCC(N)=O)=O)C)=O)CCCN=C(N)N)=O)CCCN=C(N)N)=O)CO)=O)CC(O)=O)=O)CC(C)C)=O)CC1C=CC(O)=CC=1)=O)CCCCN)=O)CO)=O)CC1C=CC(O)=CC=1)=O)CC(O)=O)=O)CO)=O)[C@H](O)C)=O)CC1C=CC=CC=1)=O.C(O)[C@H]1[O:254][C@H:253]([O:255][C@H]2O[C@H](CO)[C@@H](O)[C@H](O)[C@H]2O)[C@H:252](O)[C@@H](O)[C@@H]1O.[CH2:271](N)[C:272](O)=[O:273], predict the reaction product. The product is: [CH3:252][C:253]([O:255][C@H:212]1[C@H:211]([OH:213])[C@@H:210]([C:214]([OH:216])=[O:215])[O:273][CH:272]=[CH:271]1)=[O:254]. (9) Given the reactants Br[C:2]1[CH:3]=[C:4]2[C:9](=[CH:10][CH:11]=1)[N:8]=[C:7]([NH:12][C@H:13]1[C:21]3[C:16](=[CH:17][CH:18]=[CH:19][CH:20]=3)[CH2:15][CH2:14]1)[CH:6]=[CH:5]2.[NH:22]1[CH:26]=[CH:25][N:24]=[CH:23]1.C(C1CCCCC1=O)(=O)C.C(=O)([O-])[O-].[K+].[K+], predict the reaction product. The product is: [N:22]1([C:2]2[CH:3]=[C:4]3[C:9](=[CH:10][CH:11]=2)[N:8]=[C:7]([NH:12][C@H:13]2[C:21]4[C:16](=[CH:17][CH:18]=[CH:19][CH:20]=4)[CH2:15][CH2:14]2)[CH:6]=[CH:5]3)[CH:26]=[CH:25][N:24]=[CH:23]1.